Predict the reaction yield, written as a fraction of the theoretical maximum amount of product (1.0 means a 100% yield; for example, 0.34 means a 34% yield). From a dataset of Reaction yield outcomes from USPTO patents with 853,638 reactions. (1) The reactants are F[C:2]1[CH:7]=[CH:6][C:5]([N+:8]([O-])=O)=[CH:4][C:3]=1[C:11]([F:14])([F:13])[F:12].[NH:15]1[CH2:20][CH2:19][CH2:18][CH2:17][CH2:16]1.C(N(C(C)C)CC)(C)C.C(#N)C. The yield is 0.910. The catalyst is [Pt].CO. The product is [N:15]1([C:2]2[CH:7]=[CH:6][C:5]([NH2:8])=[CH:4][C:3]=2[C:11]([F:14])([F:13])[F:12])[CH2:20][CH2:19][CH2:18][CH2:17][CH2:16]1. (2) The reactants are [CH3:1][C:2]1[N:7]=[C:6]2[N:8]=[C:9]([C:11]3[CH:16]=[CH:15][CH:14]=[C:13]([N+:17]([O-:19])=[O:18])[CH:12]=3)[O:10][C:5]2=[CH:4][CH:3]=1.C1C(=O)N([Br:27])C(=O)C1.C(OOC(=O)C1C=CC=CC=1)(=O)C1C=CC=CC=1.[Br-]. The catalyst is C(Cl)(Cl)(Cl)Cl. The product is [Br:27][CH2:1][C:2]1[N:7]=[C:6]2[N:8]=[C:9]([C:11]3[CH:16]=[CH:15][CH:14]=[C:13]([N+:17]([O-:19])=[O:18])[CH:12]=3)[O:10][C:5]2=[CH:4][CH:3]=1. The yield is 1.00. (3) The reactants are Cl[C:2]1[N:7]=[C:6]([O:8][CH3:9])[CH:5]=[CH:4][N:3]=1.[C:10]([Si:12]([CH3:15])([CH3:14])[CH3:13])#[CH:11].C(N(CC)CC)C. The catalyst is [Cu]I.Cl[Pd](Cl)([P](C1C=CC=CC=1)(C1C=CC=CC=1)C1C=CC=CC=1)[P](C1C=CC=CC=1)(C1C=CC=CC=1)C1C=CC=CC=1.O1CCCC1. The product is [CH3:9][O:8][C:6]1[CH:5]=[CH:4][N:3]=[C:2]([C:11]#[C:10][Si:12]([CH3:15])([CH3:14])[CH3:13])[N:7]=1. The yield is 0.770.